This data is from Forward reaction prediction with 1.9M reactions from USPTO patents (1976-2016). The task is: Predict the product of the given reaction. (1) Given the reactants [C:1]1([C:20]2[CH:25]=[CH:24][CH:23]=[CH:22][CH:21]=2)[CH:6]=[CH:5][CH:4]=[CH:3][C:2]=1[NH:7][C:8]1[CH:13]=[CH:12][C:11]([C:14]2[CH:19]=[CH:18][CH:17]=[CH:16][CH:15]=2)=[CH:10][CH:9]=1.Br[C:27]1[CH:39]=[CH:38][C:37]2[C:36]3[C:31](=[CH:32][CH:33]=[CH:34][CH:35]=3)[C:30]([C:46]3[CH:51]=[CH:50][CH:49]=[CH:48][CH:47]=3)([C:40]3[CH:45]=[CH:44][CH:43]=[CH:42][CH:41]=3)[C:29]=2[CH:28]=1.C(P(C(C)(C)C)C(C)(C)C)(C)(C)C.CC(C)([O-])C.[Na+], predict the reaction product. The product is: [C:1]1([C:20]2[CH:25]=[CH:24][CH:23]=[CH:22][CH:21]=2)[CH:6]=[CH:5][CH:4]=[CH:3][C:2]=1[N:7]([C:8]1[CH:13]=[CH:12][C:11]([C:14]2[CH:19]=[CH:18][CH:17]=[CH:16][CH:15]=2)=[CH:10][CH:9]=1)[C:39]1[CH:27]=[CH:28][C:29]2[C:30]([C:46]3[CH:51]=[CH:50][CH:49]=[CH:48][CH:47]=3)([C:40]3[CH:41]=[CH:42][CH:43]=[CH:44][CH:45]=3)[C:31]3[C:36]([C:37]=2[CH:38]=1)=[CH:35][CH:34]=[CH:33][CH:32]=3. (2) Given the reactants [NH2:1][C:2]1[CH:6]=[C:5]([C:7]2[CH:11]=[CH:10][S:9][CH:8]=2)[S:4][C:3]=1[C:12]([NH2:14])=[O:13].C[Si]([N:19]=[C:20]=[O:21])(C)C, predict the reaction product. The product is: [NH2:19][C:20]([NH:1][C:2]1[CH:6]=[C:5]([C:7]2[CH:11]=[CH:10][S:9][CH:8]=2)[S:4][C:3]=1[C:12]([NH2:14])=[O:13])=[O:21].